Dataset: Full USPTO retrosynthesis dataset with 1.9M reactions from patents (1976-2016). Task: Predict the reactants needed to synthesize the given product. (1) Given the product [ClH:27].[F:1][C:2]1[C:10]2[NH:9][C:8](=[O:11])[N:7]([CH:12]3[CH2:13][CH2:14][NH:15][CH2:16][CH2:17]3)[C:6]=2[CH:5]=[C:4]([CH3:25])[C:3]=1[F:26], predict the reactants needed to synthesize it. The reactants are: [F:1][C:2]1[C:10]2[NH:9][C:8](=[O:11])[N:7]([CH:12]3[CH2:17][CH2:16][N:15](C(OC(C)(C)C)=O)[CH2:14][CH2:13]3)[C:6]=2[CH:5]=[C:4]([CH3:25])[C:3]=1[F:26].[ClH:27]. (2) Given the product [Cl:35][C:30]1[CH:31]=[CH:32][CH:33]=[CH:34][C:29]=1[C:28]([NH:27][C:24]1[CH:25]=[CH:26][C:20]2[CH2:19][CH2:18][C:17]3[C:16]([C:37]([NH2:39])=[O:38])=[N:15][NH:14][C:22]=3[C:21]=2[CH:23]=1)=[O:36], predict the reactants needed to synthesize it. The reactants are: C(NS(C1C=CC([N:14]2[C:22]3[C:21]4[CH:23]=[C:24]([NH:27][C:28](=[O:36])[C:29]5[CH:34]=[CH:33][CH:32]=[CH:31][C:30]=5[Cl:35])[CH:25]=[CH:26][C:20]=4[CH2:19][CH2:18][C:17]=3[C:16]([C:37]([NH2:39])=[O:38])=[N:15]2)=CC=1)(=O)=O)(=O)C.C(Br)C=C.